Dataset: Catalyst prediction with 721,799 reactions and 888 catalyst types from USPTO. Task: Predict which catalyst facilitates the given reaction. (1) Reactant: C[Si]([N-][Si](C)(C)C)(C)C.[Li+].[CH2:11]([O:18][C:19](=[O:35])[CH2:20][N:21]=C(C1C=CC=CC=1)C1C=CC=CC=1)[C:12]1[CH:17]=[CH:16][CH:15]=[CH:14][CH:13]=1.[C:36]([Cl:40])(=[O:39])[CH2:37][CH3:38]. Product: [ClH:40].[CH2:11]([O:18][C:19](=[O:35])[CH:20]([NH2:21])[C:36](=[O:39])[CH2:37][CH3:38])[C:12]1[CH:13]=[CH:14][CH:15]=[CH:16][CH:17]=1. The catalyst class is: 7. (2) Reactant: [C:1]([O:5][C:6]([N:8]1[CH2:13][CH2:12][CH:11]([C:14]2[CH:19]=[CH:18][C:17]([O:20][CH2:21][CH2:22][CH2:23][O:24][CH2:25][C:26]3[CH:31]=[CH:30][CH:29]=[CH:28][C:27]=3[O:32][CH3:33])=[CH:16][CH:15]=2)[CH:10]([NH2:34])[CH2:9]1)=[O:7])([CH3:4])([CH3:3])[CH3:2].[N:35]1[C:44]2[C:39](=[CH:40][CH:41]=[C:42]([C:45](O)=[O:46])[CH:43]=2)[CH:38]=[CH:37][CH:36]=1.CN(C(ON1N=NC2C=CC=CC1=2)=[N+](C)C)C.F[P-](F)(F)(F)(F)F.C1C=CC2N(O)N=NC=2C=1.C(N(C(C)C)CC)(C)C. Product: [C:1]([O:5][C:6]([N:8]1[CH2:13][CH2:12][CH:11]([C:14]2[CH:19]=[CH:18][C:17]([O:20][CH2:21][CH2:22][CH2:23][O:24][CH2:25][C:26]3[CH:31]=[CH:30][CH:29]=[CH:28][C:27]=3[O:32][CH3:33])=[CH:16][CH:15]=2)[CH:10]([NH:34][C:45]([C:42]2[CH:43]=[C:44]3[C:39]([CH:38]=[CH:37][CH:36]=[N:35]3)=[CH:40][CH:41]=2)=[O:46])[CH2:9]1)=[O:7])([CH3:3])([CH3:4])[CH3:2]. The catalyst class is: 248. (3) Reactant: [C:1]1([C:7]2[N:8]=[C:9]([N:12]3[CH2:17][CH2:16][N:15](C(OC(C)(C)C)=O)[CH2:14][CH2:13]3)[S:10][CH:11]=2)[CH:6]=[CH:5][CH:4]=[CH:3][CH:2]=1.[ClH:25].C(OCC)C. Product: [ClH:25].[ClH:25].[C:1]1([C:7]2[N:8]=[C:9]([N:12]3[CH2:17][CH2:16][NH:15][CH2:14][CH2:13]3)[S:10][CH:11]=2)[CH:2]=[CH:3][CH:4]=[CH:5][CH:6]=1. The catalyst class is: 13. (4) Product: [F:31][C:32]([F:45])([F:44])[S:33]([O:1][C:2]1[CH:3]=[C:4]([C@H:8]2[CH2:12][C:11]3([CH2:17][CH2:16][N:15]([C:18]([O:20][C:21]([CH3:24])([CH3:23])[CH3:22])=[O:19])[CH2:14][CH2:13]3)[O:10][CH2:9]2)[CH:5]=[CH:6][CH:7]=1)(=[O:35])=[O:34]. The catalyst class is: 2. Reactant: [OH:1][C:2]1[CH:3]=[C:4]([C@H:8]2[CH2:12][C:11]3([CH2:17][CH2:16][N:15]([C:18]([O:20][C:21]([CH3:24])([CH3:23])[CH3:22])=[O:19])[CH2:14][CH2:13]3)[O:10][CH2:9]2)[CH:5]=[CH:6][CH:7]=1.N1C=CC=CC=1.[F:31][C:32]([F:45])([F:44])[S:33](O[S:33]([C:32]([F:45])([F:44])[F:31])(=[O:35])=[O:34])(=[O:35])=[O:34]. (5) Reactant: [OH-].[Na+].[OH:3][C:4]1[CH:17]=[CH:16][C:7]2[C@H:8]([CH2:11][C:12]([O:14]C)=[O:13])[CH2:9][O:10][C:6]=2[CH:5]=1.Cl. Product: [OH:3][C:4]1[CH:17]=[CH:16][C:7]2[C@H:8]([CH2:11][C:12]([OH:14])=[O:13])[CH2:9][O:10][C:6]=2[CH:5]=1. The catalyst class is: 5. (6) Reactant: [CH:1]1([N:4]([CH3:24])[C:5]2[C:6]3[C:19]4[CH2:20][CH2:21][CH2:22][CH2:23][C:18]=4[S:17][C:7]=3[N:8]=[C:9]([CH2:11][C:12]([O:14]CC)=[O:13])[N:10]=2)[CH2:3][CH2:2]1.O.[OH-].[Li+].Cl. Product: [CH:1]1([N:4]([CH3:24])[C:5]2[C:6]3[C:19]4[CH2:20][CH2:21][CH2:22][CH2:23][C:18]=4[S:17][C:7]=3[N:8]=[C:9]([CH2:11][C:12]([OH:14])=[O:13])[N:10]=2)[CH2:3][CH2:2]1. The catalyst class is: 20. (7) Reactant: CN([P+](ON1N=NC2C=CC=CC1=2)(N(C)C)N(C)C)C.F[P-](F)(F)(F)(F)F.C(N(CC)CC)C.[NH2:35][C:36]1[N:44]=[CH:43][CH:42]=[CH:41][C:37]=1[C:38]([OH:40])=O.[C:45]1([CH2:51][CH2:52][O:53][C:54]2[CH:55]=[C:56]([CH:59]=[CH:60][CH:61]=2)[CH2:57][NH2:58])[CH:50]=[CH:49][CH:48]=[CH:47][CH:46]=1. Product: [C:45]1([CH2:51][CH2:52][O:53][C:54]2[CH:55]=[C:56]([CH2:57][NH:58][C:38](=[O:40])[C:37]3[CH:41]=[CH:42][CH:43]=[N:44][C:36]=3[NH2:35])[CH:59]=[CH:60][CH:61]=2)[CH:46]=[CH:47][CH:48]=[CH:49][CH:50]=1. The catalyst class is: 3.